This data is from Forward reaction prediction with 1.9M reactions from USPTO patents (1976-2016). The task is: Predict the product of the given reaction. (1) Given the reactants [NH2:1][C:2]1[C:10]([C:11]2[CH:16]=[CH:15][CH:14]=[C:13]([N+:17]([O-:19])=[O:18])[CH:12]=2)=[N:9][CH:8]=[CH:7][C:3]=1[C:4]([OH:6])=O.[NH2:20][C:21](N)=[O:22], predict the reaction product. The product is: [N+:17]([C:13]1[CH:12]=[C:11]([C:10]2[C:2]3[N:1]=[C:21]([OH:22])[N:20]=[C:4]([OH:6])[C:3]=3[CH:7]=[CH:8][N:9]=2)[CH:16]=[CH:15][CH:14]=1)([O-:19])=[O:18]. (2) The product is: [NH2:1][C:4]1[CH:5]=[CH:6][CH:7]=[C:8]2[C:12]=1[C:11](=[O:13])[N:10]([OH:14])[CH2:9]2. Given the reactants [N+:1]([C:4]1[CH:5]=[CH:6][CH:7]=[C:8]2[C:12]=1[C:11](=[O:13])[N:10]([O:14]CC1C=CC=CC=1)[CH2:9]2)([O-])=O.[H][H], predict the reaction product. (3) Given the reactants C[O:2][C:3]([C:5]1[CH:9]=[C:8]([C:10]([O:12][CH3:13])=[O:11])[N:7]([CH3:14])[N:6]=1)=[O:4].O1CCOCC1.S(=O)(=O)(O)O, predict the reaction product. The product is: [CH3:13][O:12][C:10]([C:8]1[N:7]([CH3:14])[N:6]=[C:5]([C:3]([OH:4])=[O:2])[CH:9]=1)=[O:11]. (4) Given the reactants C([O:4][C@@H:5]1[C@@H:18]([O:19]C(=O)C)[C@H:17]([O:23]C(=O)C)[CH2:16][S:15][C@H:6]1[O:7][C:8]1[C:9](Br)=[N:10][CH:11]=[CH:12][CH:13]=1)(=O)C.[CH3:27][O:28][C:29]1[CH:34]=[CH:33][C:32](B(O)O)=[CH:31][CH:30]=1.C(=O)([O-])[O-].[Cs+].[Cs+].COCCOC, predict the reaction product. The product is: [O:7]([C:8]1[C:9]([C:32]2[CH:33]=[CH:34][C:29]([O:28][CH3:27])=[CH:30][CH:31]=2)=[N:10][CH:11]=[CH:12][CH:13]=1)[C@@H:6]1[S:15][CH2:16][C@@H:17]([OH:23])[C@H:18]([OH:19])[C@H:5]1[OH:4]. (5) Given the reactants C([N:8]1[CH2:12][CH2:11][C@H:10]([S:13][C:14]([C:27]2[CH:32]=[CH:31][CH:30]=[CH:29][CH:28]=2)([C:21]2[CH:26]=[CH:25][CH:24]=[CH:23][CH:22]=2)[C:15]2[CH:20]=[CH:19][CH:18]=[CH:17][CH:16]=2)[C@@H:9]1[CH:33]=O)(OC(C)(C)C)=O.[NH2:35][C:36]1[CH:37]=[CH:38][C:39]([CH2:56][C:57]2[CH:62]=[CH:61][CH:60]=[CH:59][CH:58]=2)=[C:40]([CH:55]=1)[C:41]([NH:43][C@@H:44]([CH2:51][CH2:52][S:53][CH3:54])[C:45]([O:47][CH:48]([CH3:50])[CH3:49])=[O:46])=[O:42].C(O)(=O)C.C([BH3-])#N.[Na+], predict the reaction product. The product is: [CH2:56]([C:39]1[CH:38]=[CH:37][C:36]([NH:35][CH2:33][C@H:9]2[C@@H:10]([S:13][C:14]([C:21]3[CH:26]=[CH:25][CH:24]=[CH:23][CH:22]=3)([C:15]3[CH:16]=[CH:17][CH:18]=[CH:19][CH:20]=3)[C:27]3[CH:32]=[CH:31][CH:30]=[CH:29][CH:28]=3)[CH2:11][CH2:12][NH:8]2)=[CH:55][C:40]=1[C:41]([NH:43][C@@H:44]([CH2:51][CH2:52][S:53][CH3:54])[C:45]([O:47][CH:48]([CH3:50])[CH3:49])=[O:46])=[O:42])[C:57]1[CH:58]=[CH:59][CH:60]=[CH:61][CH:62]=1.